Dataset: Reaction yield outcomes from USPTO patents with 853,638 reactions. Task: Predict the reaction yield, written as a fraction of the theoretical maximum amount of product (1.0 means a 100% yield; for example, 0.34 means a 34% yield). (1) The reactants are CO[C:3](=[O:21])[C:4]1[CH:9]=[C:8]([C:10]2[CH:11]=[N:12][CH:13]=[N:14][CH:15]=2)[C:7]([C:16]([F:19])([F:18])[F:17])=[CH:6][C:5]=1[NH2:20].ClC([O:25][C:26]1C=CC(Cl)=CC=1)=O.[CH3:33][S:34]([NH:37][NH2:38])(=[O:36])=[O:35].CCN(C(C)C)C(C)C. The catalyst is O1CCOCC1. The product is [O:25]=[C:26]1[N:38]([NH:37][S:34]([CH3:33])(=[O:36])=[O:35])[C:3](=[O:21])[C:4]2[C:5](=[CH:6][C:7]([C:16]([F:18])([F:19])[F:17])=[C:8]([C:10]3[CH:11]=[N:12][CH:13]=[N:14][CH:15]=3)[CH:9]=2)[NH:20]1. The yield is 0.360. (2) The reactants are Cl.[NH:2]1[C:6]([CH2:7][NH2:8])=[CH:5][N:4]=[N:3]1.[CH3:9][C:10]1[CH:15]=[CH:14][C:13]([C:16]2[CH:21]=[CH:20][C:19]([S:22](Cl)(=[O:24])=[O:23])=[CH:18][CH:17]=2)=[CH:12][CH:11]=1. No catalyst specified. The product is [NH:2]1[C:6]([CH2:7][NH:8][S:22]([C:19]2[CH:18]=[CH:17][C:16]([C:13]3[CH:14]=[CH:15][C:10]([CH3:9])=[CH:11][CH:12]=3)=[CH:21][CH:20]=2)(=[O:24])=[O:23])=[CH:5][N:4]=[N:3]1. The yield is 0.120. (3) The reactants are [NH2:1][C:2]1[N:7]=[C:6]([NH2:8])[CH:5]=[C:4]([OH:9])[N:3]=1.Cl[CH2:11][CH:12]=O.C([O-])(=O)C.[Na+].CN(C=O)C. The product is [NH2:1][C:2]1[NH:3][C:4](=[O:9])[C:5]2[CH:12]=[CH:11][NH:8][C:6]=2[N:7]=1. The yield is 0.520. The catalyst is O. (4) The yield is 1.00. The reactants are [C:1]([O:5][C:6]([N:8]1[C:14](=[O:15])[C@H:13]2[CH2:16][C@@H:9]1[C@H:10]1[C@@H:12]2[CH:11]1[Si:17]([CH3:20])([CH3:19])[CH3:18])=[O:7])([CH3:4])([CH3:3])[CH3:2].[F-].[K+].C1C[O:26]CC1. No catalyst specified. The product is [C:1]([O:5][C:6]([NH:8][C@H:9]1[C@H:10]2[C@H:12]([CH:11]2[Si:17]([CH3:20])([CH3:19])[CH3:18])[C@@H:13]([C:14]([OH:15])=[O:26])[CH2:16]1)=[O:7])([CH3:4])([CH3:3])[CH3:2].